This data is from Full USPTO retrosynthesis dataset with 1.9M reactions from patents (1976-2016). The task is: Predict the reactants needed to synthesize the given product. (1) Given the product [Br:1][C:2]1[CH:3]=[CH:4][C:5]2[N:6]([C:8]([C:11]([NH:17][C:16]3[CH:18]=[C:19]([C:22]4[N:26]=[C:25]([CH3:27])[O:24][N:23]=4)[CH:20]=[CH:21][C:15]=3[CH3:14])=[O:13])=[CH:9][N:10]=2)[CH:7]=1, predict the reactants needed to synthesize it. The reactants are: [Br:1][C:2]1[CH:3]=[CH:4][C:5]2[N:6]([C:8]([C:11]([OH:13])=O)=[CH:9][N:10]=2)[CH:7]=1.[CH3:14][C:15]1[CH:21]=[CH:20][C:19]([C:22]2[N:26]=[C:25]([CH3:27])[O:24][N:23]=2)=[CH:18][C:16]=1[NH2:17].CCCP(=O)=O. (2) Given the product [CH2:16]([O:18][C:19]([C:20]1[C:12]2[C:11]([CH3:15])=[N:10][N:9]([C:6]3[CH:5]=[CH:4][C:3]([O:2][CH3:1])=[CH:8][CH:7]=3)[C:13]=2[N:14]=[C:22]([C:23]2[CH:24]=[CH:25][CH:26]=[CH:27][CH:28]=2)[CH:21]=1)=[O:31])[CH3:17], predict the reactants needed to synthesize it. The reactants are: [CH3:1][O:2][C:3]1[CH:8]=[CH:7][C:6]([N:9]2[C:13]([NH2:14])=[CH:12][C:11]([CH3:15])=[N:10]2)=[CH:5][CH:4]=1.[CH2:16]([O:18][C:19](=[O:31])[C:20](=O)[CH2:21][C:22](=O)[C:23]1[CH:28]=[CH:27][CH:26]=[CH:25][CH:24]=1)[CH3:17]. (3) The reactants are: C([O:3][C:4](=[O:28])[CH2:5][N:6]1[C:14]2[C:9](=[C:10]([Cl:15])[CH:11]=[CH:12][CH:13]=2)[C:8]2([CH2:19][O:18][C:17]3[CH:20]=[C:21]4[C:25](=[CH:26][C:16]2=3)[CH2:24][CH2:23][O:22]4)[C:7]1=[O:27])C.C(OC(=O)CN1C2C(=CC=CC=2)C2(C3=CC4OCOC=4C=C3OC2)C1=O)C. Given the product [Cl:15][C:10]1[CH:11]=[CH:12][CH:13]=[C:14]2[C:9]=1[C:8]1([CH2:19][O:18][C:17]3[CH:20]=[C:21]4[C:25](=[CH:26][C:16]1=3)[CH2:24][CH2:23][O:22]4)[C:7](=[O:27])[N:6]2[CH2:5][C:4]([OH:28])=[O:3], predict the reactants needed to synthesize it. (4) Given the product [CH3:17][O:14][C:13]([C:10]1([NH2:16])[CH2:11][CH2:12][N:8]([C:6]([O:5][C:1]([CH3:4])([CH3:2])[CH3:3])=[O:7])[CH2:9]1)=[O:15], predict the reactants needed to synthesize it. The reactants are: [C:1]([O:5][C:6]([N:8]1[CH2:12][CH2:11][C:10]([NH2:16])([C:13]([OH:15])=[O:14])[CH2:9]1)=[O:7])([CH3:4])([CH3:3])[CH3:2].[CH3:17][Si](C=[N+]=[N-])(C)C. (5) Given the product [CH2:26]([C:28]([OH:34])([CH2:32][CH3:33])[C:29]([N:16]1[CH2:17][CH2:18][CH2:19][C@H:15]1[C:14]([NH:13][CH2:12][C:11]1[CH:21]=[C:22]([Cl:25])[CH:23]=[CH:24][C:10]=1[CH2:9][NH:8][C:6]([O:5][C:1]([CH3:4])([CH3:2])[CH3:3])=[O:7])=[O:20])=[O:30])[CH3:27], predict the reactants needed to synthesize it. The reactants are: [C:1]([O:5][C:6]([NH:8][CH2:9][C:10]1[CH:24]=[CH:23][C:22]([Cl:25])=[CH:21][C:11]=1[CH2:12][NH:13][C:14](=[O:20])[C@@H:15]1[CH2:19][CH2:18][CH2:17][NH:16]1)=[O:7])([CH3:4])([CH3:3])[CH3:2].[CH2:26]([C:28]([OH:34])([CH2:32][CH3:33])[C:29](O)=[O:30])[CH3:27].CN1CCOCC1.CN([P+](ON1N=NC2C=CC=CC1=2)(N(C)C)N(C)C)C.F[P-](F)(F)(F)(F)F. (6) The reactants are: [ClH:1].[CH3:2][NH2:3].[Br:4][C:5]1[CH:10]=[CH:9][C:8]([C:11]2[CH:16]=[CH:15][CH:14]=[C:13]([CH:17]=O)[CH:12]=2)=[CH:7][CH:6]=1. Given the product [ClH:1].[Br:4][C:5]1[CH:10]=[CH:9][C:8]([C:11]2[CH:16]=[CH:15][CH:14]=[C:13]([CH2:17][NH:3][CH3:2])[CH:12]=2)=[CH:7][CH:6]=1, predict the reactants needed to synthesize it. (7) Given the product [C:16]([NH:20][C:21]([C:22]1[CH:23]=[C:24]([CH:25]=[CH:26][CH:27]=1)[CH2:28][N:7]1[C@H:2]([CH3:1])[CH2:3][N:4]([C:9]([O:11][C:12]([CH3:13])([CH3:15])[CH3:14])=[O:10])[CH2:5][C@@H:6]1[CH3:8])=[O:30])([CH3:19])([CH3:17])[CH3:18], predict the reactants needed to synthesize it. The reactants are: [CH3:1][C@@H:2]1[NH:7][C@H:6]([CH3:8])[CH2:5][N:4]([C:9]([O:11][C:12]([CH3:15])([CH3:14])[CH3:13])=[O:10])[CH2:3]1.[C:16]([NH:20][C:21](=[O:30])[C:22]1[CH:27]=[CH:26][CH:25]=[C:24]([CH2:28]Cl)[CH:23]=1)([CH3:19])([CH3:18])[CH3:17].C(N(C(C)C)C(C)C)C. (8) Given the product [CH2:23]([S:26]([O:22][C:18]1[CH:19]=[CH:20][CH:21]=[C:16]([C:8]2([C:4]3[CH:5]=[CH:6][CH:7]=[C:2]([Br:1])[CH:3]=3)[C:9](=[O:15])[N:10]([CH3:14])[C:11](=[S:13])[NH:12]2)[CH:17]=1)(=[O:28])=[O:27])[CH2:24][CH3:25], predict the reactants needed to synthesize it. The reactants are: [Br:1][C:2]1[CH:3]=[C:4]([C:8]2([C:16]3[CH:21]=[CH:20][CH:19]=[C:18]([OH:22])[CH:17]=3)[NH:12][C:11](=[S:13])[N:10]([CH3:14])[C:9]2=[O:15])[CH:5]=[CH:6][CH:7]=1.[CH2:23]([S:26](Cl)(=[O:28])=[O:27])[CH2:24][CH3:25].